This data is from Reaction yield outcomes from USPTO patents with 853,638 reactions. The task is: Predict the reaction yield, written as a fraction of the theoretical maximum amount of product (1.0 means a 100% yield; for example, 0.34 means a 34% yield). The reactants are [H-].[Na+].[F:3][C:4]1[CH:9]=[CH:8][C:7]([C:10]2[N:14]=[N:13][N:12]([CH3:15])[C:11]=2[CH2:16][OH:17])=[CH:6][CH:5]=1.Cl[C:19]1[N:20]=[CH:21][C:22]([C:25]([O:27][CH3:28])=[O:26])=[N:23][CH:24]=1. The catalyst is C1COCC1. The product is [CH3:28][O:27][C:25]([C:22]1[CH:21]=[N:20][C:19]([O:17][CH2:16][C:11]2[N:12]([CH3:15])[N:13]=[N:14][C:10]=2[C:7]2[CH:6]=[CH:5][C:4]([F:3])=[CH:9][CH:8]=2)=[CH:24][N:23]=1)=[O:26]. The yield is 0.460.